From a dataset of Catalyst prediction with 721,799 reactions and 888 catalyst types from USPTO. Predict which catalyst facilitates the given reaction. (1) Reactant: [Cl:1][C:2]1[CH:11]=[CH:10][CH:9]=[C:8]2[C:3]=1[C:4](=[O:30])[N:5]([C:23]1[CH:28]=[CH:27][CH:26]=[CH:25][C:24]=1[CH3:29])[C:6]([C@@H:12]([NH:15]C(=O)OC(C)(C)C)[CH2:13][CH3:14])=[N:7]2.Cl. Product: [NH2:15][C@H:12]([C:6]1[N:5]([C:23]2[CH:28]=[CH:27][CH:26]=[CH:25][C:24]=2[CH3:29])[C:4](=[O:30])[C:3]2[C:8](=[CH:9][CH:10]=[CH:11][C:2]=2[Cl:1])[N:7]=1)[CH2:13][CH3:14]. The catalyst class is: 25. (2) Reactant: [CH3:1][Si:2]([CH3:9])([O:6][CH2:7][CH3:8])OCC.BrCCBr.II.[CH2:16](Cl)[CH:17]=[CH2:18]. Product: [CH2:18]([Si:2]([CH3:1])([CH3:9])[O:6][CH2:7][CH3:8])[CH:17]=[CH2:16]. The catalyst class is: 28.